Dataset: Full USPTO retrosynthesis dataset with 1.9M reactions from patents (1976-2016). Task: Predict the reactants needed to synthesize the given product. (1) Given the product [Cl-:1].[Cl:1][C:2]1[CH:3]=[C:4]([C:9]2([CH:13]([OH:20])[CH2:14][NH2+:15][CH:16]([CH3:19])[CH2:17][F:18])[CH2:12][CH2:11][CH2:10]2)[CH:5]=[CH:6][C:7]=1[Cl:8], predict the reactants needed to synthesize it. The reactants are: [Cl:1][C:2]1[CH:3]=[C:4]([C:9]2([CH:13]([OH:20])[CH2:14][NH:15][CH:16]([CH3:19])[CH2:17][F:18])[CH2:12][CH2:11][CH2:10]2)[CH:5]=[CH:6][C:7]=1[Cl:8].Cl. (2) The reactants are: [CH3:1][C:2]([CH3:21])([CH2:12][C:13]1[CH:18]=[CH:17][N:16]=[C:15]([C:19]#[N:20])[CH:14]=1)[C:3]([O:5][CH2:6][CH2:7][Si:8]([CH3:11])([CH3:10])[CH3:9])=[O:4].[C:22](OC)(=[O:30])[C:23]1[C:24](=[CH:26][CH:27]=[CH:28][CH:29]=1)[SH:25].C(N(CC)CC)C. Given the product [CH3:1][C:2]([CH3:21])([CH2:12][C:13]1[CH:18]=[CH:17][N:16]=[C:15]([C:19]2[S:25][C:24]3[CH:26]=[CH:27][CH:28]=[CH:29][C:23]=3[C:22](=[O:30])[N:20]=2)[CH:14]=1)[C:3]([O:5][CH2:6][CH2:7][Si:8]([CH3:10])([CH3:9])[CH3:11])=[O:4], predict the reactants needed to synthesize it. (3) Given the product [CH2:11]([O:10][C:8]([N:5]1[CH2:6][CH2:7][CH:2]([NH:22][C:21]2[CH:23]=[CH:24][C:25]([F:26])=[C:19]([F:18])[CH:20]=2)[CH2:3][CH2:4]1)=[O:9])[C:12]1[CH:17]=[CH:16][CH:15]=[CH:14][CH:13]=1, predict the reactants needed to synthesize it. The reactants are: O=[C:2]1[CH2:7][CH2:6][N:5]([C:8]([O:10][CH2:11][C:12]2[CH:17]=[CH:16][CH:15]=[CH:14][CH:13]=2)=[O:9])[CH2:4][CH2:3]1.[F:18][C:19]1[CH:20]=[C:21]([CH:23]=[CH:24][C:25]=1[F:26])[NH2:22].S([O-])([O-])(=O)=O.[Na+].[Na+].C(O[BH-](OC(=O)C)OC(=O)C)(=O)C.[Na+].C(=O)([O-])O.[Na+].